This data is from Peptide-MHC class I binding affinity with 185,985 pairs from IEDB/IMGT. The task is: Regression. Given a peptide amino acid sequence and an MHC pseudo amino acid sequence, predict their binding affinity value. This is MHC class I binding data. (1) The peptide sequence is LYDYKENRF. The MHC is HLA-A26:02 with pseudo-sequence HLA-A26:02. The binding affinity (normalized) is 0.0847. (2) The peptide sequence is HIDPMWKVL. The MHC is HLA-A69:01 with pseudo-sequence HLA-A69:01. The binding affinity (normalized) is 0.0847.